Dataset: Reaction yield outcomes from USPTO patents with 853,638 reactions. Task: Predict the reaction yield, written as a fraction of the theoretical maximum amount of product (1.0 means a 100% yield; for example, 0.34 means a 34% yield). (1) The reactants are [Br:1][C:2]1[CH:7]=[CH:6][C:5]([S:8](Cl)(=[O:10])=[O:9])=[C:4]([O:12][CH3:13])[CH:3]=1.BrC1C=C(OC)C=CC=1S(Cl)(=O)=O.CCN(CC)CC.[NH2:34][C@H:35]1[CH2:40][CH2:39][C@H:38]([OH:41])[CH2:37][CH2:36]1. The catalyst is C1COCC1. The product is [Br:1][C:2]1[CH:7]=[CH:6][C:5]([S:8]([NH:34][C@H:35]2[CH2:40][CH2:39][C@H:38]([OH:41])[CH2:37][CH2:36]2)(=[O:10])=[O:9])=[C:4]([O:12][CH3:13])[CH:3]=1. The yield is 0.980. (2) The reactants are [Br:1][C:2]1[CH:8]=[CH:7][CH:6]=[C:5]([C:9]([CH3:12])([CH3:11])[CH3:10])[C:3]=1[NH2:4].C(=O)(O)[O-].[Na+].[I:18]I.S([O-])([O-])(=O)=S.[Na+].[Na+]. The catalyst is O. The product is [Br:1][C:2]1[CH:8]=[C:7]([I:18])[CH:6]=[C:5]([C:9]([CH3:12])([CH3:11])[CH3:10])[C:3]=1[NH2:4]. The yield is 0.650.